Dataset: Full USPTO retrosynthesis dataset with 1.9M reactions from patents (1976-2016). Task: Predict the reactants needed to synthesize the given product. (1) The reactants are: [Cl:1][C:2]1[CH:3]=[C:4]([NH:17][C:18]2[C:19]3[N:26]([CH2:27][C:28]4[O:32][C:31]([C:33]([O:35]CC)=[O:34])=[CH:30][CH:29]=4)[CH:25]=[CH:24][C:20]=3[N:21]=[CH:22][N:23]=2)[CH:5]=[CH:6][C:7]=1[O:8][CH2:9][C:10]1[CH:15]=[CH:14][CH:13]=[C:12]([F:16])[CH:11]=1.O1CCCC1.[OH-].[Na+].Cl. Given the product [Cl:1][C:2]1[CH:3]=[C:4]([NH:17][C:18]2[C:19]3[N:26]([CH2:27][C:28]4[O:32][C:31]([C:33]([OH:35])=[O:34])=[CH:30][CH:29]=4)[CH:25]=[CH:24][C:20]=3[N:21]=[CH:22][N:23]=2)[CH:5]=[CH:6][C:7]=1[O:8][CH2:9][C:10]1[CH:15]=[CH:14][CH:13]=[C:12]([F:16])[CH:11]=1, predict the reactants needed to synthesize it. (2) Given the product [Si:9]([O:8][C:4]1[CH:3]=[C:2]([I:1])[CH:7]=[CH:6][CH:5]=1)([C:22]([CH3:25])([CH3:24])[CH3:23])([C:16]1[CH:17]=[CH:18][CH:19]=[CH:20][CH:21]=1)[C:10]1[CH:15]=[CH:14][CH:13]=[CH:12][CH:11]=1, predict the reactants needed to synthesize it. The reactants are: [I:1][C:2]1[CH:3]=[C:4]([OH:8])[CH:5]=[CH:6][CH:7]=1.[Si:9](Cl)([C:22]([CH3:25])([CH3:24])[CH3:23])([C:16]1[CH:21]=[CH:20][CH:19]=[CH:18][CH:17]=1)[C:10]1[CH:15]=[CH:14][CH:13]=[CH:12][CH:11]=1.N1C=CN=C1. (3) Given the product [Cl:21][CH2:22][C:23]([N:16]1[CH2:15][CH2:14][CH:13]([S:10]([C:6]2[CH:7]=[CH:8][CH:9]=[C:4]([C:3]([F:2])([F:19])[F:20])[CH:5]=2)(=[O:12])=[O:11])[CH2:18][CH2:17]1)=[O:24], predict the reactants needed to synthesize it. The reactants are: Cl.[F:2][C:3]([F:20])([F:19])[C:4]1[CH:5]=[C:6]([S:10]([CH:13]2[CH2:18][CH2:17][NH:16][CH2:15][CH2:14]2)(=[O:12])=[O:11])[CH:7]=[CH:8][CH:9]=1.[Cl:21][CH2:22][C:23](Cl)=[O:24]. (4) Given the product [CH3:1][O:2][C:3]([C:4]1[CH:5]=[C:6]2[C:7](=[CH:8][CH:9]=1)[NH:10][C:12]([C:16]1[CH:21]=[CH:20][CH:19]=[CH:18][CH:17]=1)=[CH:11]2)=[O:15], predict the reactants needed to synthesize it. The reactants are: [CH3:1][O:2][C:3](=[O:15])[C:4]1[CH:9]=[CH:8][C:7]([NH2:10])=[C:6]([CH:11]=[C:12](Br)Br)[CH:5]=1.[C:16]1(B(O)O)[CH:21]=[CH:20][CH:19]=[CH:18][CH:17]=1.[O-]P([O-])([O-])=O.[K+].[K+].[K+].O. (5) Given the product [Cl:3][C:4]1[CH:9]=[C:8]([C:10]([F:11])([F:12])[F:13])[CH:7]=[CH:6][C:5]=1[O:14][CH:15]1[CH2:16][CH2:17][N:18]([S:21]([CH2:24][CH:25]([NH:1][OH:2])[CH2:26][CH2:27][CH2:28][C:29]2[N:34]=[CH:33][CH:32]=[CH:31][N:30]=2)(=[O:22])=[O:23])[CH2:19][CH2:20]1, predict the reactants needed to synthesize it. The reactants are: [NH2:1][OH:2].[Cl:3][C:4]1[CH:9]=[C:8]([C:10]([F:13])([F:12])[F:11])[CH:7]=[CH:6][C:5]=1[O:14][CH:15]1[CH2:20][CH2:19][N:18]([S:21](/[CH:24]=[CH:25]\[CH2:26][CH2:27][CH2:28][C:29]2[N:34]=[CH:33][CH:32]=[CH:31][N:30]=2)(=[O:23])=[O:22])[CH2:17][CH2:16]1. (6) Given the product [OH:21][CH:20]([CH:9]1[C:8](=[O:11])[C:7]2[C:2]([CH3:1])=[CH:3][CH:4]=[CH:5][C:6]=2[O:10]1)[C:19]([O:23][CH2:24][CH3:25])=[O:22], predict the reactants needed to synthesize it. The reactants are: [CH3:1][C:2]1[C:7]2[C:8](=[O:11])[CH2:9][O:10][C:6]=2[CH:5]=[CH:4][CH:3]=1.C1(C)C=CC=CC=1.[C:19]([O:23][CH2:24][CH3:25])(=[O:22])[CH:20]=[O:21]. (7) Given the product [ClH:1].[CH2:2]([O:4][C:5]([N:7]1[CH2:11][CH2:10][C@H:9]([NH:12][C:13]2[CH:18]=[CH:17][C:16]([NH:19][C:20]([C:22]3[N:37]([CH2:38][CH3:39])[C:25]4[C:24]([CH:23]=3)=[CH:30][C:29]([Br:31])=[CH:28][CH:27]=4)=[O:21])=[CH:15][N:14]=2)[CH2:8]1)=[O:6])[CH3:3], predict the reactants needed to synthesize it. The reactants are: [ClH:1].[CH2:2]([O:4][C:5]([N:7]1[CH2:11][CH2:10][C@H:9]([NH:12][C:13]2[CH:18]=[CH:17][C:16]([NH:19][C:20]([C:22]3S[C:25]4[CH:27]=[CH:28][C:29]([Br:31])=[CH:30][C:24]=4[CH:23]=3)=[O:21])=[CH:15][N:14]=2)[CH2:8]1)=[O:6])[CH3:3].C(OC([N:37]1CC[C@H:39](NC2C=CC(N)=CN=2)[CH2:38]1)=O)C.BrC1C=C2C(=CC=1)N(CC)C(C(O)=O)=C2.